Dataset: Catalyst prediction with 721,799 reactions and 888 catalyst types from USPTO. Task: Predict which catalyst facilitates the given reaction. Reactant: [OH-].[K+].[C:3]([OH:11])(=[S:10])[C:4]1[CH:9]=[CH:8][CH:7]=[CH:6][CH:5]=1.[NH2:12]OS(O)(=O)=O.C1(N=C=O)C=CC=CC=1. Product: [C:3]([S:10][NH2:12])(=[O:11])[C:4]1[CH:9]=[CH:8][CH:7]=[CH:6][CH:5]=1. The catalyst class is: 6.